Dataset: Reaction yield outcomes from USPTO patents with 853,638 reactions. Task: Predict the reaction yield, written as a fraction of the theoretical maximum amount of product (1.0 means a 100% yield; for example, 0.34 means a 34% yield). (1) The reactants are [CH3:1][C:2]1[CH:11]=[CH:10][C:5]2[N:6]=[C:7]([NH2:9])[S:8][C:4]=2[CH:3]=1.[C:12](N1C=CN=C1)([N:14]1[CH:18]=[CH:17][N:16]=[CH:15]1)=[S:13]. The catalyst is C(#N)C. The product is [CH3:1][C:2]1[CH:11]=[CH:10][C:5]2[N:6]=[C:7]([NH:9][C:12]([N:14]3[CH:18]=[CH:17][N:16]=[CH:15]3)=[S:13])[S:8][C:4]=2[CH:3]=1. The yield is 0.620. (2) The reactants are [CH3:1][CH:2]1[C:6](=[O:7])[CH2:5][CH2:4][C:3]1=[O:8].CI.[OH-].[K+].O1CCOC[CH2:14]1. The catalyst is O. The product is [CH3:1][C:2]1([CH3:14])[C:6](=[O:7])[CH2:5][CH2:4][C:3]1=[O:8]. The yield is 0.930.